From a dataset of Forward reaction prediction with 1.9M reactions from USPTO patents (1976-2016). Predict the product of the given reaction. (1) Given the reactants [CH3:1][C:2]1[CH:7]=[CH:6][C:5]([S:8]([N:11]2[C:19]3[C:14](=[CH:15][CH:16]=[CH:17][CH:18]=3)[C:13](/[CH:20]=[CH:21]/[C:22]3[CH:23]=[N:24][CH:25]=[CH:26][CH:27]=3)=[CH:12]2)(=[O:10])=[O:9])=[CH:4][CH:3]=1, predict the reaction product. The product is: [CH3:1][C:2]1[CH:7]=[CH:6][C:5]([S:8]([N:11]2[C:19]3[C:14](=[CH:15][CH:16]=[CH:17][CH:18]=3)[C:13]([CH2:20][CH2:21][C:22]3[CH:23]=[N:24][CH:25]=[CH:26][CH:27]=3)=[CH:12]2)(=[O:10])=[O:9])=[CH:4][CH:3]=1. (2) The product is: [F:1][C:2]1[CH:7]=[CH:6][C:5]([C@H:8]2[C@H:17]3[CH2:18][CH2:19][NH:20][C@H:16]3[C:15]3[CH:14]=[CH:13][CH:12]=[CH:11][C:10]=3[NH:9]2)=[CH:4][CH:3]=1. Given the reactants [F:1][C:2]1[CH:7]=[CH:6][C:5]([CH:8]2[CH:17]3[CH2:18][CH2:19][N:20](C([O-])=O)[CH:16]3[C:15]3[CH:14]=[CH:13][CH:12]=[CH:11][C:10]=3[NH:9]2)=[CH:4][CH:3]=1, predict the reaction product. (3) Given the reactants C1C=CC(P(C2C=CC=CC=2)C2C=CC=CC=2)=CC=1.CCOC(/N=N/C(OCC)=O)=O.[Cl:32][C:33]1[CH:38]=[CH:37][C:36]([N:39]2[CH2:44][CH2:43][N:42]([C:45](=[O:58])[CH2:46][N:47]3[C:51]4[CH:52]=[CH:53][C:54]([OH:56])=[CH:55][C:50]=4[O:49][C:48]3=[O:57])[CH2:41][CH2:40]2)=[CH:35][C:34]=1[O:59][CH3:60].[O:61]1[CH2:66][CH2:65][CH2:64][CH2:63][CH:62]1[O:67][CH2:68][CH2:69]O, predict the reaction product. The product is: [Cl:32][C:33]1[CH:38]=[CH:37][C:36]([N:39]2[CH2:40][CH2:41][N:42]([C:45](=[O:58])[CH2:46][N:47]3[C:51]4[CH:52]=[CH:53][C:54]([O:56][CH2:69][CH2:68][O:67][CH:62]5[CH2:63][CH2:64][CH2:65][CH2:66][O:61]5)=[CH:55][C:50]=4[O:49][C:48]3=[O:57])[CH2:43][CH2:44]2)=[CH:35][C:34]=1[O:59][CH3:60]. (4) Given the reactants [NH2:1][CH2:2][C:3]1[CH:8]=[CH:7][CH:6]=[CH:5][N:4]=1.C(OC([NH:16][CH2:17][C:18]1[CH:26]=[CH:25][C:21]([C:22](O)=[O:23])=[CH:20][CH:19]=1)=O)(C)(C)C, predict the reaction product. The product is: [NH2:16][CH2:17][C:18]1[CH:26]=[CH:25][C:21]([C:22]([NH:1][CH2:2][C:3]2[CH:8]=[CH:7][CH:6]=[CH:5][N:4]=2)=[O:23])=[CH:20][CH:19]=1. (5) Given the reactants B(Cl)([C@H]1[C@H](C)C2C(C)(C)C(CC2)C1)[C@H]1[C@H](C)C2C(C)(C)C(CC2)C1.[C:25]([O:29][C:30]([N:32]1[CH2:37][CH2:36][CH:35]([C:38](=[O:46])[C:39]2[CH:44]=[CH:43][C:42]([Br:45])=[CH:41][CH:40]=2)[CH2:34][CH2:33]1)=[O:31])([CH3:28])([CH3:27])[CH3:26], predict the reaction product. The product is: [C:25]([O:29][C:30]([N:32]1[CH2:33][CH2:34][CH:35]([C@@H:38]([C:39]2[CH:44]=[CH:43][C:42]([Br:45])=[CH:41][CH:40]=2)[OH:46])[CH2:36][CH2:37]1)=[O:31])([CH3:28])([CH3:26])[CH3:27].